Predict the product of the given reaction. From a dataset of Forward reaction prediction with 1.9M reactions from USPTO patents (1976-2016). (1) Given the reactants [Cl:1][C:2]1[CH:7]=[CH:6][CH:5]=[CH:4][C:3]=1[C:8]1[N:9]([C:22]2[CH:27]=[CH:26][C:25]([O:28][S:29]([CH2:32][CH2:33][C:34]([F:37])([F:36])[F:35])(=[O:31])=[O:30])=[CH:24][CH:23]=2)[C:10]([CH3:21])=[C:11]([C:13]([O:15]CC(Cl)(Cl)Cl)=[O:14])[N:12]=1.C(Cl)Cl, predict the reaction product. The product is: [Cl:1][C:2]1[CH:7]=[CH:6][CH:5]=[CH:4][C:3]=1[C:8]1[N:9]([C:22]2[CH:23]=[CH:24][C:25]([O:28][S:29]([CH2:32][CH2:33][C:34]([F:37])([F:35])[F:36])(=[O:30])=[O:31])=[CH:26][CH:27]=2)[C:10]([CH3:21])=[C:11]([C:13]([OH:15])=[O:14])[N:12]=1. (2) Given the reactants [C:1]([C:5]1[N:10]=[C:9](Cl)[C:8]([C:12]([O:14][CH2:15][CH3:16])=[O:13])=[CH:7][N:6]=1)([CH3:4])([CH3:3])[CH3:2].[N:17]1[CH:22]=[CH:21][CH:20]=[C:19](B(O)O)[CH:18]=1, predict the reaction product. The product is: [C:1]([C:5]1[N:10]=[C:9]([C:19]2[CH:18]=[N:17][CH:22]=[CH:21][CH:20]=2)[C:8]([C:12]([O:14][CH2:15][CH3:16])=[O:13])=[CH:7][N:6]=1)([CH3:4])([CH3:3])[CH3:2]. (3) Given the reactants [Cl:1][C:2]1[CH:7]=[CH:6][C:5]([NH:8][C:9](=[O:13])[CH2:10][CH:11]=[CH2:12])=[CH:4][CH:3]=1.[F:14][C:15]([F:30])([F:29])[C:16]1[CH:17]=[C:18]([CH:22]=[C:23]([C:25]([F:28])([F:27])[F:26])[CH:24]=1)[CH:19]=[N:20][OH:21].Cl[O-].[Na+].O, predict the reaction product. The product is: [F:14][C:15]([F:29])([F:30])[C:16]1[CH:17]=[C:18]([C:19]2[CH2:12][CH:11]([CH2:10][C:9]([NH:8][C:5]3[CH:4]=[CH:3][C:2]([Cl:1])=[CH:7][CH:6]=3)=[O:13])[O:21][N:20]=2)[CH:22]=[C:23]([C:25]([F:27])([F:28])[F:26])[CH:24]=1. (4) Given the reactants CS(O[CH:6]1[CH2:14][C:10]2([CH2:13][CH2:12][CH2:11]2)[O:9][CH2:8][CH2:7]1)(=O)=O.[N:15]([Si](C)(C)C)=[N+:16]=[N-:17].CCCC[N+](CCCC)(CCCC)CCCC.[F-], predict the reaction product. The product is: [N:15]([CH:6]1[CH2:14][C:10]2([CH2:13][CH2:12][CH2:11]2)[O:9][CH2:8][CH2:7]1)=[N+:16]=[N-:17].